From a dataset of Reaction yield outcomes from USPTO patents with 853,638 reactions. Predict the reaction yield, written as a fraction of the theoretical maximum amount of product (1.0 means a 100% yield; for example, 0.34 means a 34% yield). The reactants are Cl[CH:2]([CH:13]1[CH2:18][CH2:17][CH2:16][CH2:15][CH2:14]1)[C:3]1[O:4][C:5]2[CH:12]=[CH:11][CH:10]=[CH:9][C:6]=2[C:7]=1[CH3:8].[NH2:19][C:20]1[CH:25]=[CH:24][C:23]([C:26]([NH:28][CH2:29][CH2:30][C:31]([O:33]CC)=[O:32])=[O:27])=[CH:22][CH:21]=1. No catalyst specified. The product is [CH:13]1([CH:2]([NH:19][C:20]2[CH:21]=[CH:22][C:23]([C:26]([NH:28][CH2:29][CH2:30][C:31]([OH:33])=[O:32])=[O:27])=[CH:24][CH:25]=2)[C:3]2[O:4][C:5]3[CH:12]=[CH:11][CH:10]=[CH:9][C:6]=3[C:7]=2[CH3:8])[CH2:18][CH2:17][CH2:16][CH2:15][CH2:14]1. The yield is 0.370.